This data is from Peptide-MHC class I binding affinity with 185,985 pairs from IEDB/IMGT. The task is: Regression. Given a peptide amino acid sequence and an MHC pseudo amino acid sequence, predict their binding affinity value. This is MHC class I binding data. (1) The peptide sequence is QEPGPVGPL. The MHC is HLA-B51:01 with pseudo-sequence HLA-B51:01. The binding affinity (normalized) is 0.213. (2) The peptide sequence is PQVLGGLSF. The MHC is HLA-A69:01 with pseudo-sequence HLA-A69:01. The binding affinity (normalized) is 0.0847. (3) The peptide sequence is HPVHAGPIA. The MHC is HLA-A23:01 with pseudo-sequence HLA-A23:01. The binding affinity (normalized) is 0. (4) The peptide sequence is APGKSLGTL. The MHC is HLA-B51:01 with pseudo-sequence HLA-B51:01. The binding affinity (normalized) is 0.213.